Dataset: Full USPTO retrosynthesis dataset with 1.9M reactions from patents (1976-2016). Task: Predict the reactants needed to synthesize the given product. (1) Given the product [OH:21][CH2:22][C:23]([C@H:25]([C@@H:8]([C@@H:7]([CH2:6][OH:12])[OH:11])[OH:29])[OH:26])=[O:24].[O:30]=[C:22]([OH:21])[C@@H:23]([C@H:25]([C@@H:8]([C@@H:7]([CH2:6][OH:12])[OH:11])[OH:29])[OH:26])[OH:24].[CH2:22]([OH:21])[C@H:23]([C@H:25]([C@@H:8]([C@@H:7]([CH2:6][OH:12])[OH:11])[OH:29])[OH:26])[OH:24], predict the reactants needed to synthesize it. The reactants are: [Mg+2].[Cl-].[Cl-].C1C(Cl)=[CH:8][C:7]([OH:11])=[C:6]([O:12]C2C=CC(Cl)=CC=2Cl)C=1.[OH:21][CH2:22][CH:23]([CH2:25][OH:26])[OH:24].C([OH:29])C.[OH2:30]. (2) The reactants are: [OH:1][C:2]1[CH:3]=[C:4]2[C:9](=[CH:10][CH:11]=1)[C:8]([C:12]([NH:14][CH2:15][CH2:16][N:17]1[CH2:22][CH2:21][O:20][CH2:19][CH2:18]1)=[O:13])=[CH:7][CH:6]=[CH:5]2.Cl[C:24]1[C:25]2[S:32][CH:31]=[CH:30][C:26]=2[N:27]=[CH:28][N:29]=1.C([O-])([O-])=O.[Cs+].[Cs+]. Given the product [N:17]1([CH2:16][CH2:15][NH:14][C:12]([C:8]2[C:9]3[C:4](=[CH:3][C:2]([O:1][C:24]4[C:25]5[S:32][CH:31]=[CH:30][C:26]=5[N:27]=[CH:28][N:29]=4)=[CH:11][CH:10]=3)[CH:5]=[CH:6][CH:7]=2)=[O:13])[CH2:18][CH2:19][O:20][CH2:21][CH2:22]1, predict the reactants needed to synthesize it. (3) Given the product [CH3:21][N:2]([CH3:1])[C:3]1[CH:4]=[C:5]([C:35]2[CH:36]=[CH:37][C:32]([C:31]([F:42])([F:41])[F:30])=[CH:33][CH:34]=2)[C:6]([C:7]([O:9][CH3:10])=[O:8])=[CH:11][CH:12]=1, predict the reactants needed to synthesize it. The reactants are: [CH3:1][N:2]([CH3:21])[C:3]1[CH:12]=[CH:11][C:6]([C:7]([O:9][CH3:10])=[O:8])=[C:5](OS(C(F)(F)F)(=O)=O)[CH:4]=1.[Cl-].[Li+].C(=O)([O-])[O-].[Na+].[Na+].[F:30][C:31]([F:42])([F:41])[C:32]1[CH:37]=[CH:36][C:35](B(O)O)=[CH:34][CH:33]=1. (4) Given the product [C:17]([O:16][C:12](=[O:15])[CH:13]=[CH:14][C:2]1[CH:10]=[CH:9][C:5]([C:6]([OH:8])=[O:7])=[C:4]([CH3:11])[CH:3]=1)([CH3:20])([CH3:19])[CH3:18], predict the reactants needed to synthesize it. The reactants are: Br[C:2]1[CH:10]=[CH:9][C:5]([C:6]([OH:8])=[O:7])=[C:4]([CH3:11])[CH:3]=1.[C:12]([O:16][C:17]([CH3:20])([CH3:19])[CH3:18])(=[O:15])[CH:13]=[CH2:14].C(=O)([O-])[O-].[K+].[K+].